Dataset: Experimentally validated miRNA-target interactions with 360,000+ pairs, plus equal number of negative samples. Task: Binary Classification. Given a miRNA mature sequence and a target amino acid sequence, predict their likelihood of interaction. (1) The miRNA is cel-miR-87-3p with sequence GUGAGCAAAGUUUCAGGUGUGC. The protein sequence of the target gene is METAERISAAASAASSRRAKRLAQQAHKTHPVIQAKQNQMYLITTLSPAQVDNSLINRVLPKEVLLKVFSFLDTKALCRSAQVCRSWSILALDGSNWQRVDLFTFQRDVKTAVVENLARRCGGFLKELSLKGCENVHDSALRTFTSRCPNLEHLSLYRCKRVTDASCENLGRYCHKLNYLNLENCSSITDRAMKYIGDGCPNLSYLNISWCDAIQDRGVQIILSNCKSLDTLILRGCEGLTENVFGSVEAHMGAIKKLNLLQCFQLTDITVQNIANGATALEYLCMSNCNQISDRSLVSL.... Result: 1 (interaction). (2) The miRNA is hsa-miR-4423-5p with sequence AGUUGCCUUUUUGUUCCCAUGC. The protein sequence of the target gene is MFNVESVERVELCESLLTWIQTFNVDAPCQTAEDLTNGVVMSQVLQKIDPVYFDDNWLNRIKTEVGDNWRLKISNLKKILKGILDYNHEILGQQINDFTLPDVNLIGEHSDAAELGRMLQLILGCAVNCEQKQEYIQAIMMMEESVQHVVMTAIQELMSKESPVSAGHDAYVDLDRQLKKTTEELNEALSAKEEIAQRCHELDMQVAALQEEKSSLLAENQILMERLNQSDSIEDPNSPAGRRHLQLQTQLEQLQEETFRLEAAKDDYRIRCEELEKEISELRQQNDELTTLADEAQSLK.... Result: 0 (no interaction). (3) The miRNA is hsa-miR-6797-5p with sequence AGGAGGGAAGGGGCUGAGAACAGGA. The protein sequence of the target gene is MLVLLAGIFVVHIATVIMLFVSTIANVWLVSNTVDASVGLWKNCTNISCSDSLSYASEDALKTVQAFMILSIIFCVIALLVFVFQLFTMEKGNRFFLSGATTLVCWLCILVGVSIYTSHYANRDGTQYHHGYSYILGWICFCFSFIIGVLYLVLRKK. Result: 1 (interaction). (4) The miRNA is hsa-miR-138-2-3p with sequence GCUAUUUCACGACACCAGGGUU. The protein sequence of the target gene is MKLKEIDRTAMQAWSPAQNHPIYLATGTSAQQLDATFSTNASLEIFELDLSDPSLDMKSCATFSSSHRYHKLIWGPHKMDSKGDVSGVLIAGGENGNIILYDPSKIIAGDKEVVIAQKDKHTGPVRALDVNIFQTNLVASGANESEIYIWDLNNFATPMTPGAKTQPPEDISCIAWNRQVQHILASASPSGRATVWDLRKNEPIIKVSDHSNRMHCSGLAWHPDVATQMVLASEDDRLPVIQMWDLRFASSPLRVLENHARGILAVAWSMADPELLLSCGKDAKILCSNPNTGEVLYELP.... Result: 0 (no interaction).